This data is from Cav3 T-type calcium channel HTS with 100,875 compounds. The task is: Binary Classification. Given a drug SMILES string, predict its activity (active/inactive) in a high-throughput screening assay against a specified biological target. (1) The drug is S(=O)(=O)(N(CCC)CCC)c1ccc(NS(=O)(=O)c2ccc(F)cc2)cc1. The result is 1 (active). (2) The molecule is S(=O)(=O)(N(CCO)C)c1c(OC)c(OC)cc(c1)/C=C\C(O)=O. The result is 0 (inactive). (3) The molecule is O=C(NC1CCCCC1)C1CCN(CC1)c1nccnc1. The result is 0 (inactive). (4) The molecule is O1C(C(O)C(O)C(O)C1Oc1c(OC)cc(cc1OC)/C=C\CO)CO. The result is 0 (inactive).